From a dataset of NCI-60 drug combinations with 297,098 pairs across 59 cell lines. Regression. Given two drug SMILES strings and cell line genomic features, predict the synergy score measuring deviation from expected non-interaction effect. Drug 1: CN(C)N=NC1=C(NC=N1)C(=O)N. Drug 2: CCCCC(=O)OCC(=O)C1(CC(C2=C(C1)C(=C3C(=C2O)C(=O)C4=C(C3=O)C=CC=C4OC)O)OC5CC(C(C(O5)C)O)NC(=O)C(F)(F)F)O. Cell line: DU-145. Synergy scores: CSS=5.01, Synergy_ZIP=-1.80, Synergy_Bliss=-0.0797, Synergy_Loewe=-1.61, Synergy_HSA=-1.61.